This data is from Forward reaction prediction with 1.9M reactions from USPTO patents (1976-2016). The task is: Predict the product of the given reaction. (1) Given the reactants O[CH2:2][C:3]([C:5]1[CH:10]=[CH:9][CH:8]=[CH:7][CH:6]=1)=[O:4].[C:11]([O-:14])([O-])=O.[K+].[K+].BrC[C:19]1[C:20]([CH2:25]Br)=[CH:21][CH:22]=[CH:23][CH:24]=1.[NH:27]1[CH2:32][CH2:31][CH2:30][CH2:29][CH2:28]1, predict the reaction product. The product is: [C:3]([C:5]1[CH:6]=[CH:7][C:8]([O:14][CH2:11][C:23]2[CH:24]=[CH:19][C:20]([CH2:25][N:27]3[CH2:32][CH2:31][CH2:30][CH2:29][CH2:28]3)=[CH:21][CH:22]=2)=[CH:9][CH:10]=1)(=[O:4])[CH3:2]. (2) Given the reactants Cl[C:2]([O:4][CH2:5][CH:6]([CH3:8])[CH3:7])=[O:3].[S-:9][C:10]#[N:11].N1C2C(=CC=CC=2)C=CC=1.C([O-])([O-])=O.[Na+].[Na+], predict the reaction product. The product is: [CH2:5]([O:4][C:2]([N:11]=[C:10]=[S:9])=[O:3])[CH:6]([CH3:8])[CH3:7]. (3) The product is: [F:1][C:2]([F:37])([F:38])[C:3]1[CH:4]=[C:5]([CH:30]=[C:31]([C:33]([F:36])([F:34])[F:35])[CH:32]=1)[CH2:6][N:7]([CH2:8][C:9]1[CH:14]=[C:13]([C:15]([F:18])([F:17])[F:16])[CH:12]=[CH:11][C:10]=1[C:19]1[CH:24]=[C:23]([CH:25]([CH3:26])[CH3:27])[CH:22]=[CH:21][C:20]=1[O:28][CH3:29])[C:40]#[N:39]. Given the reactants [F:1][C:2]([F:38])([F:37])[C:3]1[CH:4]=[C:5]([CH:30]=[C:31]([C:33]([F:36])([F:35])[F:34])[CH:32]=1)[CH2:6][NH:7][CH2:8][C:9]1[CH:14]=[C:13]([C:15]([F:18])([F:17])[F:16])[CH:12]=[CH:11][C:10]=1[C:19]1[CH:24]=[C:23]([CH:25]([CH3:27])[CH3:26])[CH:22]=[CH:21][C:20]=1[O:28][CH3:29].[N:39]#[C:40]Br.C(=O)(O)[O-].[Na+], predict the reaction product.